This data is from Forward reaction prediction with 1.9M reactions from USPTO patents (1976-2016). The task is: Predict the product of the given reaction. (1) The product is: [Cl:32][C:33]1[CH:42]=[C:41]2[C:36]([C:37]([N:44]3[CH2:49][CH2:48][N:47]([C:11]([NH:1][C@H:2]4[CH2:8][CH2:7][CH2:6][CH2:5][NH:4][C:3]4=[O:9])=[O:12])[CH2:46][CH2:45]3)=[CH:38][C:39]([NH:43][CH3:23])=[N:40]2)=[CH:35][CH:34]=1. Given the reactants [NH2:1][C@H:2]1[CH2:8][CH2:7][CH2:6][CH2:5][NH:4][C:3]1=[O:9].Cl[C:11](OC1C=CC([N+]([O-])=O)=CC=1)=[O:12].[CH:23](N(C(C)C)CC)(C)C.[Cl:32][C:33]1[CH:42]=[C:41]2[C:36]([C:37]([N:44]3[CH2:49][CH2:48][NH:47][CH2:46][CH2:45]3)=[CH:38][C:39]([NH2:43])=[N:40]2)=[CH:35][CH:34]=1, predict the reaction product. (2) Given the reactants [Br:1][C:2]1[CH:3]=[C:4](F)[C:5]([F:9])=[C:6]([F:8])[CH:7]=1.[NH:11]1[CH2:16][CH2:15][O:14][CH2:13][CH2:12]1.C([O-])([O-])=O.[K+].[K+].CS(C)=O, predict the reaction product. The product is: [Br:1][C:2]1[CH:7]=[C:6]([F:8])[C:5]([F:9])=[C:4]([N:11]2[CH2:16][CH2:15][O:14][CH2:13][CH2:12]2)[CH:3]=1.